Dataset: Catalyst prediction with 721,799 reactions and 888 catalyst types from USPTO. Task: Predict which catalyst facilitates the given reaction. (1) Reactant: [C:1]1([N:7]2[CH2:12][CH2:11][N:10]([CH2:13][C:14]([O:16]CC)=O)[CH2:9][CH2:8]2)[CH:6]=[CH:5][CH:4]=[CH:3][CH:2]=1.[NH2:19][NH2:20]. Product: [C:1]1([N:7]2[CH2:8][CH2:9][N:10]([CH2:13][C:14]([NH:19][NH2:20])=[O:16])[CH2:11][CH2:12]2)[CH:2]=[CH:3][CH:4]=[CH:5][CH:6]=1. The catalyst class is: 8. (2) Product: [CH3:25][O:24][C:22]1[CH:23]=[C:18]([N:13]2[CH2:14][CH2:15][N:11]([C:2]3[CH:3]=[CH:4][C:5]4[C:10](=[CH:9][CH:8]=[CH:7][CH:6]=4)[CH:1]=3)[C:12]2=[O:16])[CH:19]=[N:20][CH:21]=1. Reactant: [CH:1]1[C:10]2[C:5](=[CH:6][CH:7]=[CH:8][CH:9]=2)[CH:4]=[CH:3][C:2]=1[N:11]1[CH2:15][CH2:14][NH:13][C:12]1=[O:16].Br[C:18]1[CH:19]=[N:20][CH:21]=[C:22]([O:24][CH3:25])[CH:23]=1.N[C@@H]1CCCC[C@H]1N.C(=O)([O-])[O-].[K+].[K+]. The catalyst class is: 246. (3) Reactant: [NH2:1][CH:2]1[CH2:7][CH2:6][N:5]([C:8]([C:10]2[CH:15]=[CH:14][C:13]([C:16]3[N:17]=[CH:18][C:19]4[N:20]([C:22]([C:25]5[CH:30]=[CH:29][C:28]([Cl:31])=[CH:27][CH:26]=5)=[CH:23][N:24]=4)[CH:21]=3)=[CH:12][CH:11]=2)=[O:9])[CH2:4][CH2:3]1.N1C=CC=CC=1.[F:38][C:39]([F:50])([F:49])[C:40](O[C:40](=[O:41])[C:39]([F:50])([F:49])[F:38])=[O:41]. Product: [Cl:31][C:28]1[CH:29]=[CH:30][C:25]([C:22]2[N:20]3[CH:21]=[C:16]([C:13]4[CH:12]=[CH:11][C:10]([C:8]([N:5]5[CH2:4][CH2:3][CH:2]([NH:1][C:40](=[O:41])[C:39]([F:50])([F:49])[F:38])[CH2:7][CH2:6]5)=[O:9])=[CH:15][CH:14]=4)[N:17]=[CH:18][C:19]3=[N:24][CH:23]=2)=[CH:26][CH:27]=1. The catalyst class is: 3. (4) Reactant: [CH3:1][C:2]1[O:6][C:5]([CH2:7][NH:8][C:9]2[CH:18]=[CH:17][C:16]3[C:15]([NH:19][CH2:20][CH2:21][S:22][CH3:23])=[CH:14][CH:13]=[CH:12][C:11]=3[N:10]=2)=[CH:4][CH:3]=1.ClC1C=CC=C(C(OO)=[O:32])C=1. Product: [CH3:23][S:22]([CH2:21][CH2:20][NH:19][C:15]1[C:16]2[CH:17]=[CH:18][C:9]([NH:8][CH2:7][C:5]3[O:6][C:2]([CH3:1])=[CH:3][CH:4]=3)=[N:10][C:11]=2[CH:12]=[CH:13][CH:14]=1)=[O:32]. The catalyst class is: 4. (5) Reactant: [Br:1][C:2]1[CH:3]=[C:4]2[C:10]([Cl:11])=[CH:9][NH:8][C:5]2=[N:6][CH:7]=1.[C:12](O[C:12]([O:14][C:15]([CH3:18])([CH3:17])[CH3:16])=[O:13])([O:14][C:15]([CH3:18])([CH3:17])[CH3:16])=[O:13]. Product: [Br:1][C:2]1[CH:3]=[C:4]2[C:10]([Cl:11])=[CH:9][N:8]([C:12]([O:14][C:15]([CH3:18])([CH3:17])[CH3:16])=[O:13])[C:5]2=[N:6][CH:7]=1. The catalyst class is: 4.